Task: Predict which catalyst facilitates the given reaction.. Dataset: Catalyst prediction with 721,799 reactions and 888 catalyst types from USPTO (1) Reactant: [CH:1]1([CH:5]([OH:17])[C:6]2[CH:16]=[CH:15][C:9]([C:10]([O:12]CC)=[O:11])=[CH:8][CH:7]=2)[CH2:4][CH2:3][CH2:2]1.O1CCCC1.O.O.[OH-].[Li+]. Product: [CH:1]1([CH:5]([OH:17])[C:6]2[CH:16]=[CH:15][C:9]([C:10]([OH:12])=[O:11])=[CH:8][CH:7]=2)[CH2:4][CH2:3][CH2:2]1. The catalyst class is: 5. (2) Reactant: Br[C:2]1[CH:11]=[CH:10][C:5]2[O:6][CH2:7][CH2:8][O:9][C:4]=2[C:3]=1[F:12].[Li]CCCC.CN([CH:21]=[O:22])C. Product: [F:12][C:3]1[C:4]2[O:9][CH2:8][CH2:7][O:6][C:5]=2[CH:10]=[CH:11][C:2]=1[CH:21]=[O:22]. The catalyst class is: 1.